Dataset: Forward reaction prediction with 1.9M reactions from USPTO patents (1976-2016). Task: Predict the product of the given reaction. (1) Given the reactants [Cl:1][CH2:2][C:3]([CH2:5]Cl)=O.C([O:13][CH2:14][C:15]([NH2:17])=[S:16])(=O)C(C)(C)C, predict the reaction product. The product is: [OH:13][CH2:14][C:15]1[S:16][CH:5]=[C:3]([CH2:2][Cl:1])[N:17]=1. (2) Given the reactants [Li+].CC([N-][CH:6]([CH3:8])[CH3:7])C.[OH:9][C:10]1[C:15]([C:16]([O:18][CH3:19])=[O:17])=[C:14](C)[CH:13]=[CH:12][C:11]=1[C:21]([O:23]C)=[O:22].C(=O)C, predict the reaction product. The product is: [CH3:19][O:18][C:16]([C:15]1[C:10]([OH:9])=[C:11]2[C:12]([CH2:8][CH:6]([CH3:7])[O:23][C:21]2=[O:22])=[CH:13][CH:14]=1)=[O:17]. (3) Given the reactants [Cl:1][C:2]1[CH:3]=[CH:4][C:5]2[N:11](CC3C=CC(OC)=CC=3OC)[C:10](=[O:23])[C@@H:9]([CH2:24][C:25]([O:27][CH2:28][CH:29]=[CH2:30])=[O:26])[O:8][C@H:7]([C:31]3[CH:36]=[CH:35][CH:34]=[C:33]([O:37][CH3:38])[C:32]=3[Cl:39])[C:6]=2[CH:40]=1.FC(F)(F)C(O)=O, predict the reaction product. The product is: [Cl:1][C:2]1[CH:3]=[CH:4][C:5]2[NH:11][C:10](=[O:23])[C@@H:9]([CH2:24][C:25]([O:27][CH2:28][CH:29]=[CH2:30])=[O:26])[O:8][C@H:7]([C:31]3[CH:36]=[CH:35][CH:34]=[C:33]([O:37][CH3:38])[C:32]=3[Cl:39])[C:6]=2[CH:40]=1. (4) Given the reactants C([NH:5][S:6]([C:9]1[S:10][C:11]([C:14]2[CH:19]=[CH:18][CH:17]=[C:16]([C:20]3[N:25]=[C:24]([CH3:26])[CH:23]=[C:22]([C:27]4[CH:32]=[CH:31][C:30]([Cl:33])=[C:29]([CH3:34])[CH:28]=4)[N:21]=3)[CH:15]=2)=[CH:12][CH:13]=1)(=[O:8])=[O:7])(C)(C)C.C(O)(C(F)(F)F)=O, predict the reaction product. The product is: [Cl:33][C:30]1[CH:31]=[CH:32][C:27]([C:22]2[CH:23]=[C:24]([CH3:26])[N:25]=[C:20]([C:16]3[CH:15]=[C:14]([C:11]4[S:10][C:9]([S:6]([NH2:5])(=[O:7])=[O:8])=[CH:13][CH:12]=4)[CH:19]=[CH:18][CH:17]=3)[N:21]=2)=[CH:28][C:29]=1[CH3:34]. (5) Given the reactants [C:1]([C:4]1[CH:12]=[CH:11][C:7]([C:8]([OH:10])=[O:9])=[CH:6][CH:5]=1)(=[O:3])[CH3:2].[CH3:13][O:14][C:15]1[C:24]([O:25][CH3:26])=[C:23]([O:27][CH3:28])[CH:22]=[C:21]2[C:16]=1[CH:17]=[CH:18][C:19]([CH:29]=O)=[N:20]2.[OH-].[Na+], predict the reaction product. The product is: [CH3:13][O:14][C:15]1[C:24]([O:25][CH3:26])=[C:23]([O:27][CH3:28])[CH:22]=[C:21]2[C:16]=1[CH:17]=[CH:18][C:19]([CH:29]=[CH:2][C:1]([C:4]1[CH:12]=[CH:11][C:7]([C:8]([OH:10])=[O:9])=[CH:6][CH:5]=1)=[O:3])=[N:20]2.